Predict the reaction yield, written as a fraction of the theoretical maximum amount of product (1.0 means a 100% yield; for example, 0.34 means a 34% yield). From a dataset of Reaction yield outcomes from USPTO patents with 853,638 reactions. (1) The reactants are Cl.[CH3:2][NH:3][CH3:4].Cl[CH2:6][C:7]1[CH:12]=[CH:11][C:10]([S:13][CH:14]2[CH2:17][N:16]([C:18]([C:20]3[O:21][C:22]([C:25]4[CH:30]=[CH:29][CH:28]=[CH:27][CH:26]=4)=[N:23][N:24]=3)=[O:19])[CH2:15]2)=[CH:9][CH:8]=1.C(N(CC)CC)C. The catalyst is C(Cl)Cl. The product is [CH3:2][N:3]([CH2:6][C:7]1[CH:8]=[CH:9][C:10]([S:13][CH:14]2[CH2:17][N:16]([C:18]([C:20]3[O:21][C:22]([C:25]4[CH:30]=[CH:29][CH:28]=[CH:27][CH:26]=4)=[N:23][N:24]=3)=[O:19])[CH2:15]2)=[CH:11][CH:12]=1)[CH3:4]. The yield is 0.840. (2) The reactants are [CH3:1][O:2][C:3](=[O:14])[C:4]1[CH:9]=[CH:8][C:7](F)=[C:6]([N+:11]([O-:13])=[O:12])[CH:5]=1.C(O)(=O)/C=C/C(O)=O.[NH2:23][CH2:24][CH2:25][C:26]#[N:27].CCN(C(C)C)C(C)C. The catalyst is CN(C=O)C. The product is [CH3:1][O:2][C:3](=[O:14])[C:4]1[CH:9]=[CH:8][C:7]([NH:27][CH2:26][CH2:25][C:24]#[N:23])=[C:6]([N+:11]([O-:13])=[O:12])[CH:5]=1. The yield is 0.985. (3) The reactants are [H-].[Na+].[O:3]=[C:4]1[C:13]2[C:12]([C:14]([F:17])([F:16])[F:15])=[CH:11][CH:10]=[CH:9][C:8]=2[C@H:7]2[CH2:18][N:19]([C:21]([O:23][C:24]([CH3:27])([CH3:26])[CH3:25])=[O:22])[CH2:20][C@H:6]2[NH:5]1.I[CH2:29][CH3:30]. The catalyst is C1COCC1. The product is [CH2:29]([N:5]1[C@@H:6]2[CH2:20][N:19]([C:21]([O:23][C:24]([CH3:27])([CH3:26])[CH3:25])=[O:22])[CH2:18][C@@H:7]2[C:8]2[CH:9]=[CH:10][CH:11]=[C:12]([C:14]([F:16])([F:17])[F:15])[C:13]=2[C:4]1=[O:3])[CH3:30]. The yield is 0.710. (4) The reactants are Cl[C:2]1[N:3]=[C:4]([NH:18][CH2:19][CH2:20][CH3:21])[C:5]2[N:6]=[C:7]([NH:16][CH3:17])[N:8]=[C:9]([NH:12][CH2:13][CH2:14][CH3:15])[C:10]=2[N:11]=1.[NH2:22][CH2:23][CH2:24][OH:25]. No catalyst specified. The product is [CH3:17][NH:16][C:7]1[N:8]=[C:9]([NH:12][CH2:13][CH2:14][CH3:15])[C:10]2[N:11]=[C:2]([NH:22][CH2:23][CH2:24][OH:25])[N:3]=[C:4]([NH:18][CH2:19][CH2:20][CH3:21])[C:5]=2[N:6]=1. The yield is 0.720. (5) The reactants are [CH2:1]([C:3]1([CH2:16][CH3:17])[C:8]2[CH:9]=[C:10]([OH:13])[CH:11]=[CH:12][C:7]=2[N:6]([CH3:14])[C:5](=[O:15])[O:4]1)[CH3:2].[Cl:18][C:19]1[CH:20]=[C:21](B(O)O)[CH:22]=[CH:23][C:24]=1[F:25].C(N(CC)CC)C. The catalyst is C(Cl)Cl.C([O-])(=O)C.[Cu+2].C([O-])(=O)C. The product is [Cl:18][C:19]1[CH:20]=[C:21]([CH:22]=[CH:23][C:24]=1[F:25])[O:13][C:10]1[CH:11]=[CH:12][C:7]2[N:6]([CH3:14])[C:5](=[O:15])[O:4][C:3]([CH2:1][CH3:2])([CH2:16][CH3:17])[C:8]=2[CH:9]=1. The yield is 0.0900. (6) The reactants are [CH3:1][C:2]1[CH:3]=[C:4]([CH:32]=[C:33]([CH3:35])[CH:34]=1)[O:5][C:6]1[CH:11]=[C:10]([CH3:12])[C:9]([N+:13]([O-])=O)=[CH:8][C:7]=1[S:16]([N:19]1[CH2:24][CH2:23][N:22]([C:25]([O:27][C:28]([CH3:31])([CH3:30])[CH3:29])=[O:26])[CH2:21][CH2:20]1)(=[O:18])=[O:17].[CH3:36]OC(OC)N(C)C.N1CCCC1.C([O-])(=O)C.[NH4+].[Cl-].[OH-].[Na+]. The catalyst is CN(C=O)C.C(OCC)C.[Ti]. The product is [CH3:1][C:2]1[CH:3]=[C:4]([CH:32]=[C:33]([CH3:35])[CH:34]=1)[O:5][C:6]1[CH:11]=[C:10]2[C:9](=[CH:8][C:7]=1[S:16]([N:19]1[CH2:24][CH2:23][N:22]([C:25]([O:27][C:28]([CH3:31])([CH3:30])[CH3:29])=[O:26])[CH2:21][CH2:20]1)(=[O:18])=[O:17])[NH:13][CH:36]=[CH:12]2. The yield is 0.236.